Dataset: Catalyst prediction with 721,799 reactions and 888 catalyst types from USPTO. Task: Predict which catalyst facilitates the given reaction. (1) Reactant: [N:1]([CH2:4][CH2:5][O:6][C:7]1[CH:12]=[CH:11][C:10]([CH2:13][C@H:14]([NH:38]C(=O)OC(C)(C)C)[C:15]([NH:17][C@H:18]2[C@@H:22]([OH:23])[C@H:21]([N:24]3[CH:32]=[N:31][C:30]4[C:25]3=[N:26][CH:27]=[N:28][C:29]=4[N:33]([CH3:35])[CH3:34])[O:20][C@@H:19]2[CH2:36][OH:37])=[O:16])=[CH:9][CH:8]=1)=[N+:2]=[N-:3]. Product: [CH3:34][N:33]([C:29]1[C:30]2[N:31]=[CH:32][N:24]([C@@H:21]3[O:20][C@H:19]([CH2:36][OH:37])[C@@H:18]([NH:17][C:15]([C@@H:14]([NH2:38])[CH2:13][C:10]4[CH:11]=[CH:12][C:7]([O:6][CH3:5])=[CH:8][CH:9]=4)=[O:16])[C@H:22]3[OH:23])[C:25]=2[N:26]=[CH:27][N:28]=1)[CH3:35].[NH2:38][C@@H:14]([CH2:13][C:10]1[CH:11]=[CH:12][C:7]([O:6][CH2:5][CH2:4][N:1]=[N+:2]=[N-:3])=[CH:8][CH:9]=1)[C:15]([NH:17][C@H:18]1[C@@H:22]([OH:23])[C@H:21]([N:24]2[CH:32]=[N:31][C:30]3[C:25]2=[N:26][CH:27]=[N:28][C:29]=3[N:33]([CH3:35])[CH3:34])[O:20][C@@H:19]1[CH2:36][OH:37])=[O:16]. The catalyst class is: 137. (2) Reactant: [Br:1][C:2]1[CH:3]=[C:4]2[N:10]=[CH:9][NH:8][C:5]2=[N:6][CH:7]=1.[H-].[Na+].[CH3:13][Si:14]([CH3:21])([CH3:20])[CH2:15][CH2:16][O:17][CH2:18]Cl. Product: [Br:1][C:2]1[CH:3]=[C:4]2[N:10]=[CH:9][N:8]([CH2:18][O:17][CH2:16][CH2:15][Si:14]([CH3:21])([CH3:20])[CH3:13])[C:5]2=[N:6][CH:7]=1. The catalyst class is: 1. (3) Reactant: [CH2:1]([O:3][C:4]1[CH:5]=[C:6](B(O)O)[CH:7]=[C:8]([F:10])[CH:9]=1)[CH3:2].[I-:14].[Na+].CC1C=CC(S(NCl)(=O)=O)=CC=1. Product: [CH2:1]([O:3][C:4]1[CH:5]=[C:6]([I:14])[CH:7]=[C:8]([F:10])[CH:9]=1)[CH3:2]. The catalyst class is: 20. (4) Reactant: [C:1]([C:5]1[CH:10]=[CH:9][C:8]([C:11]2[S:12][C:13]([CH2:16]O)=[CH:14][N:15]=2)=[CH:7][CH:6]=1)([CH3:4])([CH3:3])[CH3:2].C(Br)(Br)(Br)[Br:19].C1(P(C2C=CC=CC=2)C2C=CC=CC=2)C=CC=CC=1. Product: [Br:19][CH2:16][C:13]1[S:12][C:11]([C:8]2[CH:9]=[CH:10][C:5]([C:1]([CH3:4])([CH3:3])[CH3:2])=[CH:6][CH:7]=2)=[N:15][CH:14]=1. The catalyst class is: 2. (5) Reactant: B(Br)(Br)Br.[Cl:5][C:6]1[C:7]2[N:16]=[C:15]([C:17]3[CH:22]=[C:21]([CH3:23])[C:20]([O:24]C)=[C:19]([CH3:26])[CH:18]=3)[O:14][C:8]=2[N:9]=[C:10]([S:12][CH3:13])[N:11]=1.C(=O)(O)[O-].[Na+]. Product: [Cl:5][C:6]1[C:7]2[N:16]=[C:15]([C:17]3[CH:22]=[C:21]([CH3:23])[C:20]([OH:24])=[C:19]([CH3:26])[CH:18]=3)[O:14][C:8]=2[N:9]=[C:10]([S:12][CH3:13])[N:11]=1. The catalyst class is: 4. (6) Reactant: [Cl:1][C:2]1[CH:7]=[CH:6][N:5]2[N:8]=[CH:9][CH:10]=[C:4]2[N:3]=1.[Br:11]Br. Product: [Br:11][C:10]1[CH:9]=[N:8][N:5]2[CH:6]=[CH:7][C:2]([Cl:1])=[N:3][C:4]=12. The catalyst class is: 15. (7) Reactant: [F:1][C:2]([F:25])([C:18]1[CH:23]=[CH:22][C:21]([F:24])=[CH:20][N:19]=1)[CH2:3][N:4]1[CH2:9][CH2:8][CH:7]([NH:10]C(=O)OC(C)(C)C)[CH2:6][CH2:5]1.C(O)(C(F)(F)F)=O. Product: [F:25][C:2]([F:1])([C:18]1[CH:23]=[CH:22][C:21]([F:24])=[CH:20][N:19]=1)[CH2:3][N:4]1[CH2:5][CH2:6][CH:7]([NH2:10])[CH2:8][CH2:9]1. The catalyst class is: 2. (8) Reactant: [NH2:1][C:2]1[CH:7]=[CH:6][C:5]([N:8]2[CH2:13][CH2:12][N:11]([CH2:14][C:15]3[CH:20]=[CH:19][C:18]([C:21]([OH:30])([C:26]([F:29])([F:28])[F:27])[C:22]([F:25])([F:24])[F:23])=[CH:17][CH:16]=3)[CH2:10][CH2:9]2)=[CH:4][CH:3]=1.[N:31]([C:34]1[CH:44]=[CH:43][C:37]([C:38]([O:40][CH2:41][CH3:42])=[O:39])=[CH:36][CH:35]=1)=[C:32]=[O:33]. Product: [F:27][C:26]([F:29])([F:28])[C:21]([C:18]1[CH:17]=[CH:16][C:15]([CH2:14][N:11]2[CH2:10][CH2:9][N:8]([C:5]3[CH:4]=[CH:3][C:2]([NH:1][C:32](=[O:33])[NH:31][C:34]4[CH:44]=[CH:43][C:37]([C:38]([O:40][CH2:41][CH3:42])=[O:39])=[CH:36][CH:35]=4)=[CH:7][CH:6]=3)[CH2:13][CH2:12]2)=[CH:20][CH:19]=1)([OH:30])[C:22]([F:23])([F:24])[F:25]. The catalyst class is: 4. (9) Reactant: C(Cl)Cl.B(Cl)(Cl)Cl.[CH:8]1([C:11]2[CH:16]=[CH:15][C:14]([C:17]([C:19]3[S:20][C:21]([CH3:26])=[CH:22][C:23]=3[O:24]C)=[O:18])=[CH:13][CH:12]=2)[CH2:10][CH2:9]1.O. Product: [CH:8]1([C:11]2[CH:12]=[CH:13][C:14]([C:17]([C:19]3[S:20][C:21]([CH3:26])=[CH:22][C:23]=3[OH:24])=[O:18])=[CH:15][CH:16]=2)[CH2:9][CH2:10]1. The catalyst class is: 2.